From a dataset of Full USPTO retrosynthesis dataset with 1.9M reactions from patents (1976-2016). Predict the reactants needed to synthesize the given product. (1) Given the product [O:23]=[C:15]1[N:14]([CH:11]2[CH2:10][CH2:9][N:8]([CH:29]3[CH2:33][CH2:32][N:31]([C:34]([O:36][CH2:37][CH3:38])=[O:35])[CH2:30]3)[CH2:13][CH2:12]2)[C@@H:18]2[CH2:19][CH2:20][CH2:21][CH2:22][C@H:17]2[NH:16]1, predict the reactants needed to synthesize it. The reactants are: OC(C(F)(F)F)=O.[NH:8]1[CH2:13][CH2:12][CH:11]([N:14]2[C@@H:18]3[CH2:19][CH2:20][CH2:21][CH2:22][C@H:17]3[NH:16][C:15]2=[O:23])[CH2:10][CH2:9]1.C(O)(=O)C.O=[C:29]1[CH2:33][CH2:32][N:31]([C:34]([O:36][CH2:37][CH3:38])=[O:35])[CH2:30]1.[Na]. (2) Given the product [Cl:1][C:2]1[CH:3]=[CH:4][C:5]([O:19][C:26]([N:20]2[CH2:25][CH2:24][O:23][CH2:22][CH2:21]2)=[O:27])=[C:6]([CH:18]=1)[C:7]([NH:9][C:10]1[CH:15]=[C:14]([Cl:16])[CH:13]=[C:12]([Cl:17])[CH:11]=1)=[O:8], predict the reactants needed to synthesize it. The reactants are: [Cl:1][C:2]1[CH:3]=[CH:4][C:5]([OH:19])=[C:6]([CH:18]=1)[C:7]([NH:9][C:10]1[CH:15]=[C:14]([Cl:16])[CH:13]=[C:12]([Cl:17])[CH:11]=1)=[O:8].[N:20]1([C:26](Cl)=[O:27])[CH2:25][CH2:24][O:23][CH2:22][CH2:21]1. (3) Given the product [OH:69][CH:66]1[CH2:67][CH2:68][N:64]([CH2:63][C:62]2[CH:70]=[CH:71][C:59]([CH2:58][N:57]([CH3:56])[C:21]([C:19]3[N:20]=[C:16]([CH2:15][N:13]([S:10]([C:6]4[C:5]([CH3:24])=[CH:4][C:3]([O:2][CH3:1])=[CH:8][C:7]=4[CH3:9])(=[O:12])=[O:11])[CH3:14])[O:17][CH:18]=3)=[O:22])=[CH:60][CH:61]=2)[CH2:65]1, predict the reactants needed to synthesize it. The reactants are: [CH3:1][O:2][C:3]1[CH:8]=[C:7]([CH3:9])[C:6]([S:10]([N:13]([CH2:15][C:16]2[O:17][CH:18]=[C:19]([C:21](O)=[O:22])[N:20]=2)[CH3:14])(=[O:12])=[O:11])=[C:5]([CH3:24])[CH:4]=1.CCN=C=NCCCN(C)C.C1C=CC2N(O)N=NC=2C=1.CCN(C(C)C)C(C)C.Cl.[CH3:56][NH:57][CH2:58][C:59]1[CH:71]=[CH:70][C:62]([CH2:63][N:64]2[CH2:68][CH2:67][CH:66]([OH:69])[CH2:65]2)=[CH:61][CH:60]=1. (4) Given the product [CH2:32]([S:33]([NH:36][C:23]([CH:20]1[CH2:21][CH2:22][N:17]([C:4]2[C:3]([C:1]#[N:2])=[CH:8][C:7]([C:9]([O:11][CH:12]([CH3:13])[CH3:14])=[O:10])=[C:6]([O:15][CH3:16])[N:5]=2)[CH2:18][CH2:19]1)=[O:24])(=[O:35])=[O:34])[C:26]1[CH:31]=[CH:30][CH:29]=[CH:28][CH:27]=1, predict the reactants needed to synthesize it. The reactants are: [C:1]([C:3]1[C:4]([N:17]2[CH2:22][CH2:21][CH:20]([C:23](O)=[O:24])[CH2:19][CH2:18]2)=[N:5][C:6]([O:15][CH3:16])=[C:7]([C:9]([O:11][CH:12]([CH3:14])[CH3:13])=[O:10])[CH:8]=1)#[N:2].[C:26]1([CH2:32][S:33]([NH2:36])(=[O:35])=[O:34])[CH:31]=[CH:30][CH:29]=[CH:28][CH:27]=1. (5) Given the product [CH3:40][N:41]1[CH2:46][CH2:45][N:44]([C:2]2[CH:3]=[C:4]([C:30]([F:32])([F:33])[F:31])[CH:5]=[C:6]([CH2:8][O:9][CH2:10][C:11]3([C:24]4[CH:29]=[CH:28][CH:27]=[CH:26][CH:25]=4)[CH2:12][CH2:13][NH:14][CH2:15][CH2:16]3)[N:7]=2)[CH2:43][CH2:42]1, predict the reactants needed to synthesize it. The reactants are: Cl[C:2]1[N:7]=[C:6]([CH2:8][O:9][CH2:10][C:11]2([C:24]3[CH:29]=[CH:28][CH:27]=[CH:26][CH:25]=3)[CH2:16][CH2:15][N:14](C(OC(C)(C)C)=O)[CH2:13][CH2:12]2)[CH:5]=[C:4]([C:30]([F:33])([F:32])[F:31])[CH:3]=1.CC(C)([O-])C.[Na+].[CH3:40][N:41]1[CH2:46][CH2:45][NH:44][CH2:43][CH2:42]1.CN(C)C=O.